Dataset: Forward reaction prediction with 1.9M reactions from USPTO patents (1976-2016). Task: Predict the product of the given reaction. Given the reactants [N:1]1[CH:6]=[CH:5][CH:4]=[CH:3][C:2]=1[C:7](=[O:12])[CH2:8][C:9](=[O:11])[CH3:10].[Cl:13][C:14]1[CH:19]=[CH:18][N:17]=[C:16]([C:20]([O:22]CC)=O)[CH:15]=1.[H-].[Na+], predict the reaction product. The product is: [Cl:13][C:14]1[CH:19]=[CH:18][N:17]=[C:16]([C:20](=[O:22])[CH2:10][C:9](=[O:11])[CH2:8][C:7]([C:2]2[CH:3]=[CH:4][CH:5]=[CH:6][N:1]=2)=[O:12])[CH:15]=1.